From a dataset of Drug-target binding data from BindingDB using IC50 measurements. Regression. Given a target protein amino acid sequence and a drug SMILES string, predict the binding affinity score between them. We predict pIC50 (pIC50 = -log10(IC50 in M); higher means more potent). Dataset: bindingdb_ic50. The small molecule is C[C@H]1CNC[C@@H](C)N1c1ccc(-c2cnc3c(-c4cccc5ncccc45)cnn3c2)cc1. The target protein (Q04771) has sequence MVDGVMILPVLIMIALPSPSMEDEKPKVNPKLYMCVCEGLSCGNEDHCEGQQCFSSLSINDGFHVYQKGCFQVYEQGKMTCKTPPSPGQAVECCQGDWCNRNITAQLPTKGKSFPGTQNFHLEVGLIILSVVFAVCLLACLLGVALRKFKRRNQERLNPRDVEYGTIEGLITTNVGDSTLADLLDHSCTSGSGSGLPFLVQRTVARQITLLECVGKGRYGEVWRGSWQGENVAVKIFSSRDEKSWFRETELYNTVMLRHENILGFIASDMTSRHSSTQLWLITHYHEMGSLYDYLQLTTLDTVSCLRIVLSIASGLAHLHIEIFGTQGKPAIAHRDLKSKNILVKKNGQCCIADLGLAVMHSQSTNQLDVGNNPRVGTKRYMAPEVLDETIQVDCFDSYKRVDIWAFGLVLWEVARRMVSNGIVEDYKPPFYDVVPNDPSFEDMRKVVCVDQQRPNIPNRWFSDPTLTSLAKLMKECWYQNPSARLTALRIKKTLTKIDN.... The pIC50 is 8.1.